Dataset: Full USPTO retrosynthesis dataset with 1.9M reactions from patents (1976-2016). Task: Predict the reactants needed to synthesize the given product. Given the product [C:1]([O:5][C:6]([N:8]1[CH2:12][CH2:11][CH:10]([C:13]2[CH:18]=[CH:17][C:16]([C:19](=[O:21])[NH2:20])=[C:15]([O:22][C:23]3[CH:28]=[CH:27][C:26]([O:29][C:30]4[CH:35]=[CH:34][CH:33]=[C:32]([C:36]#[N:37])[CH:31]=4)=[CH:25][CH:24]=3)[N:14]=2)[CH2:9]1)=[O:7])([CH3:4])([CH3:2])[CH3:3], predict the reactants needed to synthesize it. The reactants are: [C:1]([O:5][C:6]([N:8]1[CH2:12][CH:11]=[C:10]([C:13]2[CH:18]=[CH:17][C:16]([C:19](=[O:21])[NH2:20])=[C:15]([O:22][C:23]3[CH:28]=[CH:27][C:26]([O:29][C:30]4[CH:35]=[CH:34][CH:33]=[C:32]([C:36]#[N:37])[CH:31]=4)=[CH:25][CH:24]=3)[N:14]=2)[CH2:9]1)=[O:7])([CH3:4])([CH3:3])[CH3:2].